This data is from Peptide-MHC class I binding affinity with 185,985 pairs from IEDB/IMGT. The task is: Regression. Given a peptide amino acid sequence and an MHC pseudo amino acid sequence, predict their binding affinity value. This is MHC class I binding data. (1) The peptide sequence is DGPFIFARH. The MHC is H-2-Dd with pseudo-sequence H-2-Dd. The binding affinity (normalized) is 0.400. (2) The peptide sequence is FHAPPPSVC. The MHC is HLA-A02:12 with pseudo-sequence HLA-A02:12. The binding affinity (normalized) is 0.0847. (3) The peptide sequence is KAVRGDLNF. The binding affinity (normalized) is 0.0847. The MHC is HLA-B08:02 with pseudo-sequence HLA-B08:02. (4) The peptide sequence is ALERLLSLKK. The MHC is HLA-A03:01 with pseudo-sequence HLA-A03:01. The binding affinity (normalized) is 0.539. (5) The peptide sequence is SVANIDRIK. The MHC is HLA-A02:16 with pseudo-sequence HLA-A02:16. The binding affinity (normalized) is 0.0847. (6) The peptide sequence is SVNASKTINA. The MHC is HLA-A02:06 with pseudo-sequence HLA-A02:06. The binding affinity (normalized) is 0.0514. (7) The peptide sequence is KLMALELFK. The MHC is HLA-B07:02 with pseudo-sequence HLA-B07:02. The binding affinity (normalized) is 0.0847.